Task: Regression. Given two drug SMILES strings and cell line genomic features, predict the synergy score measuring deviation from expected non-interaction effect.. Dataset: NCI-60 drug combinations with 297,098 pairs across 59 cell lines (1) Drug 1: CN(C)C1=NC(=NC(=N1)N(C)C)N(C)C. Drug 2: CCC1(CC2CC(C3=C(CCN(C2)C1)C4=CC=CC=C4N3)(C5=C(C=C6C(=C5)C78CCN9C7C(C=CC9)(C(C(C8N6C)(C(=O)OC)O)OC(=O)C)CC)OC)C(=O)OC)O.OS(=O)(=O)O. Cell line: NCI-H322M. Synergy scores: CSS=25.4, Synergy_ZIP=5.18, Synergy_Bliss=8.60, Synergy_Loewe=-20.7, Synergy_HSA=6.68. (2) Synergy scores: CSS=-6.32, Synergy_ZIP=0.140, Synergy_Bliss=-2.18, Synergy_Loewe=-5.02, Synergy_HSA=-4.95. Cell line: NCI-H322M. Drug 1: CC1=C(C=C(C=C1)NC2=NC=CC(=N2)N(C)C3=CC4=NN(C(=C4C=C3)C)C)S(=O)(=O)N.Cl. Drug 2: CC12CCC3C(C1CCC2OP(=O)(O)O)CCC4=C3C=CC(=C4)OC(=O)N(CCCl)CCCl.[Na+]. (3) Drug 1: CC1C(C(=O)NC(C(=O)N2CCCC2C(=O)N(CC(=O)N(C(C(=O)O1)C(C)C)C)C)C(C)C)NC(=O)C3=C4C(=C(C=C3)C)OC5=C(C(=O)C(=C(C5=N4)C(=O)NC6C(OC(=O)C(N(C(=O)CN(C(=O)C7CCCN7C(=O)C(NC6=O)C(C)C)C)C)C(C)C)C)N)C. Drug 2: C1=NC2=C(N=C(N=C2N1C3C(C(C(O3)CO)O)F)Cl)N. Cell line: U251. Synergy scores: CSS=1.75, Synergy_ZIP=7.68, Synergy_Bliss=14.0, Synergy_Loewe=1.18, Synergy_HSA=2.70. (4) Drug 1: C1=C(C(=O)NC(=O)N1)F. Drug 2: CC(C)NC(=O)C1=CC=C(C=C1)CNNC.Cl. Cell line: TK-10. Synergy scores: CSS=11.0, Synergy_ZIP=-0.109, Synergy_Bliss=-4.04, Synergy_Loewe=-10.1, Synergy_HSA=-5.60. (5) Drug 1: C1=CC(=CC=C1CCCC(=O)O)N(CCCl)CCCl. Cell line: OVCAR-4. Drug 2: CCC1(C2=C(COC1=O)C(=O)N3CC4=CC5=C(C=CC(=C5CN(C)C)O)N=C4C3=C2)O.Cl. Synergy scores: CSS=3.66, Synergy_ZIP=2.62, Synergy_Bliss=4.41, Synergy_Loewe=2.08, Synergy_HSA=3.26.